Dataset: Experimentally validated miRNA-target interactions with 360,000+ pairs, plus equal number of negative samples. Task: Binary Classification. Given a miRNA mature sequence and a target amino acid sequence, predict their likelihood of interaction. (1) The miRNA is mmu-miR-323-5p with sequence AGGUGGUCCGUGGCGCGUUCGC. The protein sequence of the target gene is MVTELRVFYLVPLLLASYVQTTPRPEKMKMDCYKDVKGTIYDYEALSLNGKEHIPFKQYAGKHVLFVNVATYCGLTIQYPELNALQEDLKPFGLVILGFPCNQFGKQEPGDNLEILPGLKYVRPGKGFLPNFQLFAKGDVNGENEQKIFTFLKRSCPHPSETVVMSKHTFWEPIKVHDIRWNFEKFLVGPDGIPVMRWFHQAPVSTVKSDIMAYLSHFKTI. Result: 1 (interaction). (2) The miRNA is hsa-miR-5196-5p with sequence AGGGAAGGGGACGAGGGUUGGG. The protein sequence of the target gene is MAAPGERGRFHGGNLFFLPGGARSEMMDDLATDARGRGAGRRDAAASASTPAQAPTSDSPVAEDASRRRPCRACVDFKTWMRTQQKRDTKFREDCPPDREELGRHSWAVLHTLAAYYPDLPTPEQQQDMAQFIHLFSKFYPCEECAEDLRKRLCRNHPDTRTRACFTQWLCHLHNEVNRKLGKPDFDCSKVDERWRDGWKDGSCD. Result: 1 (interaction). (3) The miRNA is mmu-miR-466d-5p with sequence UGUGUGUGCGUACAUGUACAUG. The protein sequence of the target gene is MSLVDLGKRLLEAARKGQDDEVRTLMANGAPFTTDWLGTSPLHLAAQYGHYSTAEVLLRAGVSRDARTKVDRTPLHMAAADGHVHIVELLVRSGADVNAKDMLQMTALHWATEHHHRDVVELLIKYGADVYAFSKFDKSAFDIAMEKNNTEILVMLQEAMQNQVNTNHERANPVANPVTVTAPFIFTSGEVINLASFVSSANTKATSAHLEEMEEGNSLDSSTQQVVGSGGQRVITIVTDGVPLGNIQTSLPAGGIGQPFIVTMQDGQQVLTVPAGQVAEETIIEDEEEEEEKLPLVKRP.... Result: 1 (interaction). (4) The miRNA is hsa-miR-3675-3p with sequence CAUCUCUAAGGAACUCCCCCAA. The protein sequence of the target gene is MGTSPSSSTALASCSRIARRATATMIAGSLLLLGFLSTTTAQPEQKASNLIGTYRHVDRATGQVLTCDKCPAGTYVSEHCTNTSLRVCSSCPVGTFTRHENGIEKCHDCSQPCPWPMIEKLPCAALTDRECTCPPGMFQSNATCAPHTVCPVGWGVRKKGTETEDVRCKQCARGTFSDVPSSVMKCKAYTDCLSQNLVVIKPGTKETDNVCGTLPSFSSSTSPSPGTAIFPRPEHMETHEVPSSTYVPKGMNSTESNSSASVRPKVLSSIQEGTVPDNTSSARGKEDVNKTLPNLQVVNH.... Result: 0 (no interaction). (5) The miRNA is hsa-miR-518b with sequence CAAAGCGCUCCCCUUUAGAGGU. The protein sequence of the target gene is MVAAAAATEARLRRRTAATAALAGRSGGPHWDWDVTRAGRPGLGAGLRLPRLLSPPLRPRLLLLLLLLSPPLLLLLLPCEAEAAAAAAAVSGSAAAEAKECDRPCVNGGRCNPGTGQCVCPAGWVGEQCQHCGGRFRLTGSSGFVTDGPGNYKYKTKCTWLIEGQPNRIMRLRFNHFATECSWDHLYVYDGDSIYAPLVAAFSGLIVPERDGNETVPEVVATSGYALLHFFSDAAYNLTGFNITYSFDMCPNNCSGRGECKISNSSDTVECECSENWKGEACDIPHCTDNCGFPHRGICN.... Result: 0 (no interaction). (6) The miRNA is hsa-miR-148b-3p with sequence UCAGUGCAUCACAGAACUUUGU. The protein sequence of the target gene is MGWIRGRRSRHSWEMSEFHNYNLDLKKSDFSTRWQKQRCPVVKSKCRENASPFFFCCFIAVAMGIRFIIMVAIWSAVFLNSLFNQEVQIPLTESYCGPCPKNWICYKNNCYQFFDESKNWYESQASCMSQNASLLKVYSKEDQDLLKLVKSYHWMGLVHIPTNGSWQWEDGSILSPNLLTIIEMQKGDCALYASSFKGYIENCSTPNTYICMQRTV. Result: 1 (interaction). (7) The miRNA is mmu-miR-199a-3p with sequence ACAGUAGUCUGCACAUUGGUUA. The protein sequence of the target gene is MTAWRKFKSLLLPLVLAVLCAGLLTAAKGQNCGGLVQGPNGTIESPGFPHGYPNYANCTWIIITGERNRIQLSFHTFALEEDFDILSVYDGQPQQGNLKVRLSGFQLPSSIVSTGSLLTLWFTTDFAVSAQGFKAMYEVLPSHTCGNPGEILKGVLHGTRFNIGDKIRYSCLSGYILEGHAILTCIVSPGNGASWDFPAPFCRAEGACGGTLRGTSGSISSPHFPSEYDNNADCTWTILAEPGDTIALVFTDFQLEEGYDFLEISGTEAPSIWLTGMNLPSPVISSKNWLRLHFTSDSNH.... Result: 0 (no interaction). (8) The miRNA is rno-miR-203a-3p with sequence GUGAAAUGUUUAGGACCACUAG. The protein sequence of the target gene is MTQGKLSVANKAPGTEGQQQVHGEKKEAPAVPSAPPSYEEATSGEGMKAGAFPPAPTAVPLHPSWAYVDPSSSSSYDNGFPTGDHELFTTFSWDDQKVRRVFVRKVYTILLIQLLVTLAVVALFTFCDPVKDYVQANPGWYWASYAVFFATYLTLACCSGPRRHFPWNLILLTVFTLSMAYLTGMLSSYYNTTSVLLCLGITALVCLSVTVFSFQTKFDFTSCQGVLFVLLMTLFFSGLILAILLPFQYVPWLHAVYAALGAGVFTLFLALDTQLLMGNRRHSLSPEEYIFGALNIYLDI.... Result: 0 (no interaction). (9) The miRNA is hsa-miR-6873-3p with sequence UUCUCUCUGUCUUUCUCUCUCAG. The protein sequence of the target gene is MAAFAVDPQAPTLGSEPMMLGSPTSPKTGANAQFLPGFLMGDLPAPVTPQPRSISGPSVGVMEMRSPLLAGGSPPQPVVPAHKDKSGAPPVRSIYDDISSPGLGSTPLTSRRQANISLLQSPLVGATTPVPGQSMFSPANIGQPRKTTLSPAQLDPFYTQGDSLTSEDHLDDTWVTVFGFPQASASYILLQFAQYGNILKHVMSNTGNWMHIRYQSKLQARKALSKDGRIFGESIMIGVKPCIDKNVMENSDRGVLSSPSLAFTTPIRTLGTPTQSGSTPRVSTMRPLATAYKASTSDYQ.... Result: 0 (no interaction). (10) The miRNA is dme-miR-2b-3p with sequence UAUCACAGCCAGCUUUGAGGAGC. The protein sequence of the target gene is MLLFLLSALVLLTQPLGYLEAEMKTYSHRTMPSACTLVMCSSVESGLPGRDGRDGREGPRGEKGDPGLPGAAGQAGMPGQAGPVGPKGDNGSVGEPGPKGDTGPSGPPGPPGVPGPAGREGPLGKQGNIGPQGKPGPKGEAGPKGEVGAPGMQGSAGARGLAGPKGERGVPGERGVPGNTGAAGSAGAMGPQGSPGARGPPGLKGDKGIPGDKGAKGESGLPDVASLRQQVEALQGQVQHLQAAFSQYKKVELFPNGQSVGEKIFKTAGFVKPFTEAQLLCTQAGGQLASPRSAAENAAL.... Result: 0 (no interaction).